This data is from Merck oncology drug combination screen with 23,052 pairs across 39 cell lines. The task is: Regression. Given two drug SMILES strings and cell line genomic features, predict the synergy score measuring deviation from expected non-interaction effect. (1) Drug 1: O=c1[nH]cc(F)c(=O)[nH]1. Drug 2: C#Cc1cccc(Nc2ncnc3cc(OCCOC)c(OCCOC)cc23)c1. Cell line: SW837. Synergy scores: synergy=17.3. (2) Drug 1: CCC1=CC2CN(C1)Cc1c([nH]c3ccccc13)C(C(=O)OC)(c1cc3c(cc1OC)N(C)C1C(O)(C(=O)OC)C(OC(C)=O)C4(CC)C=CCN5CCC31C54)C2. Drug 2: Cc1nc(Nc2ncc(C(=O)Nc3c(C)cccc3Cl)s2)cc(N2CCN(CCO)CC2)n1. Cell line: COLO320DM. Synergy scores: synergy=-0.248. (3) Drug 1: O=c1[nH]cc(F)c(=O)[nH]1. Drug 2: CS(=O)(=O)CCNCc1ccc(-c2ccc3ncnc(Nc4ccc(OCc5cccc(F)c5)c(Cl)c4)c3c2)o1. Cell line: COLO320DM. Synergy scores: synergy=3.21. (4) Drug 1: NC1(c2ccc(-c3nc4ccn5c(=O)[nH]nc5c4cc3-c3ccccc3)cc2)CCC1. Drug 2: CC1(c2nc3c(C(N)=O)cccc3[nH]2)CCCN1. Cell line: SW837. Synergy scores: synergy=0.938. (5) Drug 1: Cc1nc(Nc2ncc(C(=O)Nc3c(C)cccc3Cl)s2)cc(N2CCN(CCO)CC2)n1. Drug 2: CCC1(O)C(=O)OCc2c1cc1n(c2=O)Cc2cc3c(CN(C)C)c(O)ccc3nc2-1. Cell line: UWB1289BRCA1. Synergy scores: synergy=4.48. (6) Drug 1: CN(Cc1cnc2nc(N)nc(N)c2n1)c1ccc(C(=O)NC(CCC(=O)O)C(=O)O)cc1. Drug 2: CCc1cnn2c(NCc3ccc[n+]([O-])c3)cc(N3CCCCC3CCO)nc12. Cell line: A375. Synergy scores: synergy=1.60.